From a dataset of Choline transporter screen with 302,306 compounds. Binary Classification. Given a drug SMILES string, predict its activity (active/inactive) in a high-throughput screening assay against a specified biological target. (1) The drug is Clc1ccc(Sc2nc(nnc2C(OCC)=O)c2ccc(cc2)C)cc1. The result is 0 (inactive). (2) The drug is S(=O)(=O)(Nc1nc(cc(n1)NN)C)c1ccc(cc1)C. The result is 0 (inactive). (3) The compound is Brc1cc(C(OC2CCC(C(C)(C)C)CC2)=O)cnc1. The result is 0 (inactive). (4) The drug is S1\C(NC(=O)C1)=C/C(=O)c1ccc(cc1)C. The result is 0 (inactive). (5) The molecule is S(=O)(=O)(N1CCC(CC1)C(=O)NCC(=O)N)c1ccc(n2nnnc2)cc1. The result is 0 (inactive). (6) The drug is O=c1n2c(nc3n(CC(C)C)c(=N)c(cc13)C(=O)Nc1cc(ccc1)C)cccc2. The result is 0 (inactive). (7) The drug is S(=O)(=O)(NC(Cc1ccccc1)C(O)=O)c1c(OC)ccc(NC(=O)C)c1. The result is 0 (inactive). (8) The compound is O=C(NC1CC(Cc2n(ncc12)c1ccccc1)(C)C)Cc1c(onc1C)C. The result is 0 (inactive). (9) The compound is s1c(C2CC(OC(=C2)C(O)=O)OCCCCO)ccc1. The result is 0 (inactive).